This data is from Full USPTO retrosynthesis dataset with 1.9M reactions from patents (1976-2016). The task is: Predict the reactants needed to synthesize the given product. (1) Given the product [C:1]([C:3]([C:6]1[CH:7]=[C:8]([CH:12]=[CH:13][CH:14]=1)[C:9]([NH:20][C:21]1[CH:22]=[CH:23][C:24]([O:28][CH3:29])=[C:25]([OH:27])[CH:26]=1)=[O:11])([CH3:4])[CH3:5])#[N:2], predict the reactants needed to synthesize it. The reactants are: [C:1]([C:3]([C:6]1[CH:7]=[C:8]([CH:12]=[CH:13][CH:14]=1)[C:9]([OH:11])=O)([CH3:5])[CH3:4])#[N:2].CN(C)C=O.[NH2:20][C:21]1[CH:22]=[CH:23][C:24]([O:28][CH3:29])=[C:25]([OH:27])[CH:26]=1.C(N(C(C)C)C(C)C)C. (2) Given the product [F:34][C:35]([F:40])([F:39])[C:36]([OH:38])=[O:37].[NH2:8][CH2:9][CH2:10][NH:11][S:12]([C:15]1[C:16]([OH:33])=[C:17]([NH:22][C:23]([NH:25][C:26]2[CH:31]=[CH:30][CH:29]=[CH:28][C:27]=2[Cl:32])=[O:24])[CH:18]=[CH:19][C:20]=1[Cl:21])(=[O:13])=[O:14], predict the reactants needed to synthesize it. The reactants are: C(OC([NH:8][CH2:9][CH2:10][NH:11][S:12]([C:15]1[C:16]([OH:33])=[C:17]([NH:22][C:23]([NH:25][C:26]2[CH:31]=[CH:30][CH:29]=[CH:28][C:27]=2[Cl:32])=[O:24])[CH:18]=[CH:19][C:20]=1[Cl:21])(=[O:14])=[O:13])=O)(C)(C)C.[F:34][C:35]([F:40])([F:39])[C:36]([OH:38])=[O:37]. (3) Given the product [CH3:14][C:8]1([CH3:13])[C:7]2[N:6]=[N:5][C:4]([C:15]3[C:23]4[C:18](=[N:19][C:20]([CH3:24])=[CH:21][CH:22]=4)[N:17]([CH2:25][O:26][CH2:27][CH2:28][Si:29]([CH3:32])([CH3:31])[CH3:30])[N:16]=3)=[N:3][C:2]=2[NH:33][C:9]1=[O:10], predict the reactants needed to synthesize it. The reactants are: Cl[C:2]1[N:3]=[C:4]([C:15]2[C:23]3[C:18](=[N:19][C:20]([CH3:24])=[CH:21][CH:22]=3)[N:17]([CH2:25][O:26][CH2:27][CH2:28][Si:29]([CH3:32])([CH3:31])[CH3:30])[N:16]=2)[N:5]=[N:6][C:7]=1[C:8]([CH3:14])([CH3:13])[C:9](OC)=[O:10].[NH3:33].